Dataset: Full USPTO retrosynthesis dataset with 1.9M reactions from patents (1976-2016). Task: Predict the reactants needed to synthesize the given product. (1) Given the product [N:62]1([CH2:65][C:66]2[CH:84]=[CH:83][C:82]([C:22]3[CH:23]=[CH:24][CH:25]=[C:20]([N:10]4[C:11]5[N:18]=[CH:17][C:16]([F:19])=[CH:15][C:12]=5[C:13](=[O:14])[N:8]([C@@H:5]5[CH2:4][CH2:3][C@H:2]([NH:1][C:57]([C:55]6[N:56]=[C:52]([CH3:51])[S:53][CH:54]=6)=[O:59])[CH2:7][CH2:6]5)[C:9]4=[O:50])[CH:21]=3)=[CH:85][CH:89]=2)[CH2:63][CH2:64][CH2:96][NH:98][CH2:61][CH2:60]1, predict the reactants needed to synthesize it. The reactants are: [NH2:1][C@@H:2]1[CH2:7][CH2:6][C@H:5]([N:8]2[C:13](=[O:14])[C:12]3[CH:15]=[C:16]([F:19])[CH:17]=[N:18][C:11]=3[N:10]([C:20]3[CH:21]=[C:22](C4C=CC(CN5CCCN(C(OCC6C=CC=CC=6)=O)CC5)=CC=4)[CH:23]=[CH:24][CH:25]=3)[C:9]2=[O:50])[CH2:4][CH2:3]1.[CH3:51][C:52]1[S:53][CH:54]=[C:55]([C:57]([OH:59])=O)[N:56]=1.[CH2:60]([N:62]([CH2:65][CH3:66])[CH2:63][CH3:64])[CH3:61].CCCP1(OP(CCC)(=O)OP([CH2:82][CH2:83][CH3:84])(=O)O1)=O.[CH2:85]1[CH2:89]OCC1.C([O-])(O)=O.[Na+].Br.[C:96](#[N:98])C. (2) Given the product [CH:11]1[C:13]2[C:18](=[CH:17][CH:16]=[CH:15][CH:14]=2)[CH:3]=[CH:2][C:1]=1[C:10]1([CH:5]=[CH:6][CH:7]=[CH:8][CH2:9]1)[CH2:25][NH2:26], predict the reactants needed to synthesize it. The reactants are: [C:1]1([C:11]([C:13]2[CH:18]=[CH:17][CH:16]=[CH:15][CH:14]=2)=O)[C:10]2[C:5](=[CH:6][CH:7]=[CH:8][CH:9]=2)C=[CH:3][CH:2]=1.C([O-])(=O)C.[NH4+].[BH3-][C:25]#[N:26].[Na+].Cl. (3) The reactants are: [OH:1][C:2]1[CH:7]=[CH:6][C:5]([NH:8][C:9](=[O:11])[CH3:10])=[C:4]([N+:12]([O-:14])=[O:13])[CH:3]=1.Br[CH2:16][CH2:17][C:18]([CH3:25])([CH3:24])[C:19]([O:21][CH2:22][CH3:23])=[O:20].CN(C=O)C.C([O-])([O-])=O.[K+].[K+]. Given the product [C:9]([NH:8][C:5]1[CH:6]=[CH:7][C:2]([O:1][CH2:16][CH2:17][C:18]([CH3:25])([CH3:24])[C:19]([O:21][CH2:22][CH3:23])=[O:20])=[CH:3][C:4]=1[N+:12]([O-:14])=[O:13])(=[O:11])[CH3:10], predict the reactants needed to synthesize it. (4) The reactants are: [N+:1]([C:4]1[CH:5]=[C:6]([F:19])[CH:7]=[C:8]2[C:12]=1[NH:11][C:10]([C:13]1[CH:18]=[CH:17][CH:16]=[CH:15][CH:14]=1)=[CH:9]2)([O-])=O.Br[CH2:21][C:22]([O:24][CH3:25])=[O:23]. Given the product [CH3:25][O:24][C:22](=[O:23])[CH2:21][NH:1][C:4]1[CH:5]=[C:6]([F:19])[CH:7]=[C:8]2[C:12]=1[NH:11][C:10]([C:13]1[CH:18]=[CH:17][CH:16]=[CH:15][CH:14]=1)=[CH:9]2, predict the reactants needed to synthesize it. (5) Given the product [C:9]([O:13][CH2:24][C:23]1[CH:27]=[CH:28][CH:29]=[CH:21][CH:22]=1)(=[O:8])[C:10]([CH3:12])=[CH2:11].[C:24]([O:26][CH2:3][CH2:2][OH:1])(=[O:25])[C:23]([CH3:22])=[CH2:27].[C:9]([OH:13])(=[O:8])[C:10]([CH3:12])=[CH2:11].[CH2:10]([CH:9]([OH:8])[CH2:47][O:48][CH2:3][CH2:2][O:1][CH2:5][CH2:4][OH:25])[CH3:11].[C:9]([OH:13])(=[O:8])[C:10]([CH3:12])=[CH2:11], predict the reactants needed to synthesize it. The reactants are: [O:1]1[CH2:5][CH2:4][CH2:3][CH2:2]1.C[Si](C)(C)[O:8][C:9]([O:13][Si](C)(C)C)=[C:10]([CH3:12])[CH3:11].Cl[C:21]1[CH:22]=[C:23]([CH:27]=[CH:28][CH:29]=1)[C:24]([O-:26])=[O:25].C([N+](CCCC)(CCCC)CCCC)CCC.[CH3:47][OH:48].